Dataset: Full USPTO retrosynthesis dataset with 1.9M reactions from patents (1976-2016). Task: Predict the reactants needed to synthesize the given product. (1) Given the product [C:30]([C:14]1[CH:15]=[C:7]([CH:8]=[CH:9][CH:10]=1)[O:6][C:5]1[CH:4]=[C:3]([CH:18]=[CH:17][CH:16]=1)[C:1]([NH:2][CH2:49][C:50]1[C:51]([OH:58])=[N:52][C:53]([CH3:57])=[CH:54][C:55]=1[CH3:56])=[O:31])#[N:28], predict the reactants needed to synthesize it. The reactants are: [C:1]([C:3]1[CH:4]=[C:5]([CH:16]=[CH:17][CH:18]=1)[O:6][C:7]1[CH:15]=[CH:14][C:10](C(O)=O)=[CH:9][CH:8]=1)#[N:2].Cl.C(N=C=NCCC[N:28]([CH3:30])C)C.[OH:31]N1C2C=CC=CC=2N=N1.C(N(CC)CC)C.N[CH2:49][C:50]1[C:51]([OH:58])=[N:52][C:53]([CH3:57])=[CH:54][C:55]=1[CH3:56]. (2) The reactants are: [F:1][CH:2]([F:11])[C:3]([C:5]1[CH:10]=[CH:9][CH:8]=[CH:7][CH:6]=1)=[O:4].[C:12]([O:15][CH2:16][CH2:17][C:18]1[CH:23]=[CH:22][C:21](Br)=[CH:20][CH:19]=1)(=[O:14])[CH3:13]. Given the product [C:12]([O:15][CH2:16][CH2:17][C:18]1[CH:23]=[CH:22][C:21]([C:2]([F:11])([F:1])[C:3](=[O:4])[C:5]2[CH:6]=[CH:7][CH:8]=[CH:9][CH:10]=2)=[CH:20][CH:19]=1)(=[O:14])[CH3:13], predict the reactants needed to synthesize it. (3) Given the product [CH3:24][C:25]1[CH:29]=[C:28]([CH3:30])[N:27]([C:2]2[N:11]=[C:10]([NH:18][C:17]3[CH:19]=[CH:20][CH:21]=[C:15]([C:14]([F:22])([F:23])[F:13])[CH:16]=3)[C:9]3[C:4](=[CH:5][CH:6]=[CH:7][CH:8]=3)[N:3]=2)[N:26]=1, predict the reactants needed to synthesize it. The reactants are: Cl[C:2]1[N:11]=[C:10](Cl)[C:9]2[C:4](=[CH:5][CH:6]=[CH:7][CH:8]=2)[N:3]=1.[F:13][C:14]([F:23])([F:22])[C:15]1[CH:16]=[C:17]([CH:19]=[CH:20][CH:21]=1)[NH2:18].[CH3:24][C:25]1[CH:29]=[C:28]([CH3:30])[NH:27][N:26]=1. (4) Given the product [OH:43][C:44]1[C@H:46]2[C@H:51]([C@H:50]3[CH2:57][C@@H:47]2[CH2:48][CH2:49]3)[N:52]([CH2:53][CH:54]([CH3:56])[CH3:55])[C:17](=[O:19])[C:16]=1[C:11]1[NH:10][C:9]2[CH:20]=[CH:21][C:6]([NH:5][S:2]([CH3:1])(=[O:3])=[O:4])=[CH:7][C:8]=2[S:13](=[O:15])(=[O:14])[N:12]=1, predict the reactants needed to synthesize it. The reactants are: [CH3:1][S:2]([NH:5][C:6]1[CH:21]=[CH:20][C:9]2[NH:10][C:11]([CH2:16][C:17]([OH:19])=O)=[N:12][S:13](=[O:15])(=[O:14])[C:8]=2[CH:7]=1)(=[O:4])=[O:3].Cl.CN(C)CCCN=C=NCC.CN1CCOCC1.C([O:43][C:44]([C@H:46]1[C@@H:51]([NH:52][CH2:53][CH:54]([CH3:56])[CH3:55])[C@H:50]2[CH2:57][C@@H:47]1[CH2:48][CH2:49]2)=O)C.[O-]CC.[Na+].C(O)C. (5) Given the product [F:11][C:12]1[CH:19]=[CH:18][C:15]([CH2:16][N:3]2[C:4]3[CH:10]=[CH:9][CH:8]=[CH:7][C:5]=3[N:6]([CH2:16][C:15]3[CH:18]=[CH:19][C:12]([F:11])=[CH:13][CH:14]=3)[C:2]2=[NH:1])=[CH:14][CH:13]=1, predict the reactants needed to synthesize it. The reactants are: [NH2:1][C:2]1[NH:3][C:4]2[CH:10]=[CH:9][CH:8]=[CH:7][C:5]=2[N:6]=1.[F:11][C:12]1[CH:19]=[CH:18][C:15]([CH2:16]Br)=[CH:14][CH:13]=1. (6) Given the product [CH2:10]([O:17][C:18]([NH:1][CH:2]([CH3:7])[CH2:3][C:4]([OH:6])=[O:5])=[O:19])[C:11]1[CH:16]=[CH:15][CH:14]=[CH:13][CH:12]=1, predict the reactants needed to synthesize it. The reactants are: [NH2:1][CH:2]([CH3:7])[CH2:3][C:4]([OH:6])=[O:5].[OH-].[Na+].[CH2:10]([O:17][C:18](Cl)=[O:19])[C:11]1[CH:16]=[CH:15][CH:14]=[CH:13][CH:12]=1.Cl. (7) Given the product [O:7]1[CH2:8][CH2:9][N:4]([CH2:3][CH2:2][N:16]2[CH2:15][CH2:14][N:13]([C:19]([O:21][C:22]([CH3:25])([CH3:24])[CH3:23])=[O:20])[CH2:18][CH2:17]2)[CH2:5][CH2:6]1, predict the reactants needed to synthesize it. The reactants are: Br[CH2:2][CH2:3][N:4]1[CH2:9][CH2:8][O:7][CH2:6][CH2:5]1.C(#N)C.[N:13]1([C:19]([O:21][C:22]([CH3:25])([CH3:24])[CH3:23])=[O:20])[CH2:18][CH2:17][NH:16][CH2:15][CH2:14]1.